Task: Predict the reaction yield, written as a fraction of the theoretical maximum amount of product (1.0 means a 100% yield; for example, 0.34 means a 34% yield).. Dataset: Reaction yield outcomes from USPTO patents with 853,638 reactions (1) The reactants are [C:1]([C:7]1[CH:18]=[CH:17][CH:16]=[CH:15][C:8]=1[C:9](N(C)OC)=[O:10])#[C:2][CH2:3][CH2:4][CH2:5][CH3:6].[CH2:19]([Mg]Cl)[C:20]1[CH:25]=[CH:24][CH:23]=[CH:22][CH:21]=1. The product is [C:1]([C:7]1[CH:18]=[CH:17][CH:16]=[CH:15][C:8]=1[C:9](=[O:10])[CH2:19][C:20]1[CH:25]=[CH:24][CH:23]=[CH:22][CH:21]=1)#[C:2][CH2:3][CH2:4][CH2:5][CH3:6]. The catalyst is C1COCC1. The yield is 0.780. (2) The reactants are Cl[C:2]1[CH:9]=[C:8]([N:10]([CH3:12])[CH3:11])[CH:7]=[CH:6][C:3]=1[CH:4]=[O:5].[CH:13]([B-](F)(F)F)=[CH2:14].[K+].C([O-])([O-])=O.[K+].[K+].O1CCOCC1. The catalyst is CC([O-])=O.CC([O-])=O.[Pd+2].COC1C=CC=C(OC)C=1C1C=CC=CC=1P(C1CCCCC1)C1CCCCC1.O. The product is [CH3:11][N:10]([CH3:12])[C:8]1[CH:7]=[CH:6][C:3]([CH:4]=[O:5])=[C:2]([CH:13]=[CH2:14])[CH:9]=1. The yield is 0.970. (3) The reactants are [F:1][C:2]1[CH:3]=[C:4]([C:10]2[N:11]=[C:12](O)[C:13]3[C:18]([CH:19]=2)=[CH:17][C:16]([O:20][CH3:21])=[CH:15][CH:14]=3)[CH:5]=[CH:6][C:7]=1[O:8][CH3:9].O=P(Cl)(Cl)[Cl:25]. No catalyst specified. The product is [Cl:25][C:12]1[C:13]2[C:18](=[CH:17][C:16]([O:20][CH3:21])=[CH:15][CH:14]=2)[CH:19]=[C:10]([C:4]2[CH:5]=[CH:6][C:7]([O:8][CH3:9])=[C:2]([F:1])[CH:3]=2)[N:11]=1. The yield is 0.950.